Dataset: Full USPTO retrosynthesis dataset with 1.9M reactions from patents (1976-2016). Task: Predict the reactants needed to synthesize the given product. (1) Given the product [C:1]([C:5]1[N:10]=[CH:9][C:8]([C:11]2[N:12]([C:32]([N:34]3[CH2:39][CH2:38][CH:37]([O:40][CH2:46][CH2:45][C:44]#[N:47])[CH2:36][CH2:35]3)=[O:33])[C@@:13]([C:25]3[CH:30]=[CH:29][C:28]([Cl:31])=[CH:27][CH:26]=3)([CH3:24])[C@@:14]([C:17]3[CH:18]=[CH:19][C:20]([Cl:23])=[CH:21][CH:22]=3)([CH3:16])[N:15]=2)=[C:7]([O:41][CH2:42][CH3:43])[CH:6]=1)([CH3:2])([CH3:3])[CH3:4], predict the reactants needed to synthesize it. The reactants are: [C:1]([C:5]1[N:10]=[CH:9][C:8]([C:11]2[N:12]([C:32]([N:34]3[CH2:39][CH2:38][CH:37]([OH:40])[CH2:36][CH2:35]3)=[O:33])[C@@:13]([C:25]3[CH:30]=[CH:29][C:28]([Cl:31])=[CH:27][CH:26]=3)([CH3:24])[C@@:14]([C:17]3[CH:22]=[CH:21][C:20]([Cl:23])=[CH:19][CH:18]=3)([CH3:16])[N:15]=2)=[C:7]([O:41][CH2:42][CH3:43])[CH:6]=1)([CH3:4])([CH3:3])[CH3:2].[C:44](#[N:47])[CH:45]=[CH2:46]. (2) Given the product [Cl:1][C:2]1[C:7]([C:8]2[CH:13]=[CH:12][CH:11]=[CH:10][CH:9]=2)=[N:6][N:5]=[C:4]2[N:14]([CH2:32][CH2:31][N:28]3[CH2:29][CH2:30][N:25]([CH3:24])[CH2:26][CH2:27]3)[N:15]=[C:16]([C:17]3[CH:22]=[CH:21][CH:20]=[C:19]([F:23])[CH:18]=3)[C:3]=12, predict the reactants needed to synthesize it. The reactants are: [Cl:1][C:2]1[C:7]([C:8]2[CH:13]=[CH:12][CH:11]=[CH:10][CH:9]=2)=[N:6][N:5]=[C:4]2[NH:14][N:15]=[C:16]([C:17]3[CH:22]=[CH:21][CH:20]=[C:19]([F:23])[CH:18]=3)[C:3]=12.[CH3:24][N:25]1[CH2:30][CH2:29][N:28]([CH2:31][CH2:32]O)[CH2:27][CH2:26]1.N(C(OCC)=O)=NC(OCC)=O.C1(P(C2C=CC=CC=2)C2C=CC=CC=2)C=CC=CC=1. (3) Given the product [Br:8][C:9]1[C:17]([F:18])=[CH:16][CH:15]=[C:14]([N+:19]([O-:21])=[O:20])[C:10]=1[C:11]#[N:13], predict the reactants needed to synthesize it. The reactants are: C(N(CC)CC)C.[Br:8][C:9]1[C:17]([F:18])=[CH:16][CH:15]=[C:14]([N+:19]([O-:21])=[O:20])[C:10]=1[C:11]([NH2:13])=O.O.